Dataset: Catalyst prediction with 721,799 reactions and 888 catalyst types from USPTO. Task: Predict which catalyst facilitates the given reaction. (1) Product: [CH:1]1([N:4]([CH2:18][C:19]2[O:20][CH:21]=[C:22]([C:24]([N:26]3[CH2:31][CH2:30][N:29]([CH2:38][C:36]4[N:37]=[C:33]([CH3:32])[NH:34][CH:35]=4)[CH2:28][CH2:27]3)=[O:25])[N:23]=2)[S:5]([C:8]2[C:9]([CH3:17])=[CH:10][C:11]([O:15][CH3:16])=[CH:12][C:13]=2[CH3:14])(=[O:6])=[O:7])[CH2:2][CH2:3]1. Reactant: [CH:1]1([N:4]([CH2:18][C:19]2[O:20][CH:21]=[C:22]([C:24]([N:26]3[CH2:31][CH2:30][NH:29][CH2:28][CH2:27]3)=[O:25])[N:23]=2)[S:5]([C:8]2[C:13]([CH3:14])=[CH:12][C:11]([O:15][CH3:16])=[CH:10][C:9]=2[CH3:17])(=[O:7])=[O:6])[CH2:3][CH2:2]1.[CH3:32][C:33]1[NH:34][CH:35]=[C:36]([CH:38]=O)[N:37]=1.CC(O)=O. The catalyst class is: 26. (2) The catalyst class is: 1. Product: [Cl:37][C:38]1[CH:45]=[CH:44][C:41]([CH2:42][N:27]2[CH2:28][CH2:29][CH:24]([N:21]3[C:19]4[N:20]=[C:15]([C:12]5[CH:11]=[CH:10][C:9]([NH:8][C:6]([NH:5][CH2:4][CH2:3][N:2]([CH3:36])[CH3:1])=[O:7])=[CH:14][CH:13]=5)[N:16]=[C:17]([N:30]5[CH2:35][CH2:34][O:33][CH2:32][CH2:31]5)[C:18]=4[N:23]=[N:22]3)[CH2:25][CH2:26]2)=[C:40]([F:46])[CH:39]=1. Reactant: [CH3:1][N:2]([CH3:36])[CH2:3][CH2:4][NH:5][C:6]([NH:8][C:9]1[CH:14]=[CH:13][C:12]([C:15]2[N:16]=[C:17]([N:30]3[CH2:35][CH2:34][O:33][CH2:32][CH2:31]3)[C:18]3[N:23]=[N:22][N:21]([CH:24]4[CH2:29][CH2:28][NH:27][CH2:26][CH2:25]4)[C:19]=3[N:20]=2)=[CH:11][CH:10]=1)=[O:7].[Cl:37][C:38]1[CH:45]=[CH:44][C:41]([CH:42]=O)=[C:40]([F:46])[CH:39]=1.[BH-](OC(C)=O)(OC(C)=O)OC(C)=O.[Na+].CC(O)=O. (3) Reactant: [Cl:1][C:2]1[CH:7]=[C:6]([N:8]2[CH:12]=[CH:11][CH:10]=[N:9]2)[N:5]=[C:4]([C:13]2[O:14][CH:15]=[CH:16][CH:17]=2)[N:3]=1.[Cl:18]N1C(=O)CCC1=O.O. Product: [Cl:1][C:2]1[CH:7]=[C:6]([N:8]2[CH:12]=[CH:11][CH:10]=[N:9]2)[N:5]=[C:4]([C:13]2[O:14][C:15]([Cl:18])=[CH:16][CH:17]=2)[N:3]=1. The catalyst class is: 3. (4) Reactant: [Cl:1][C:2]1[CH:7]=[CH:6][C:5]([C:8]2([O:16][CH3:17])[CH2:13][CH2:12][NH:11][CH2:10][C:9]2([CH3:15])[OH:14])=[CH:4][CH:3]=1.C(=O)([O-])[O-].[K+].[K+].Br[CH2:25][CH2:26][CH:27]=[C:28]1[C:34]2[CH:35]=[CH:36][CH:37]=[N:38][C:33]=2[CH2:32][O:31][C:30]2[CH:39]=[CH:40][C:41]([C:43]([OH:46])([CH3:45])[CH3:44])=[CH:42][C:29]1=2. Product: [Cl:1][C:2]1[CH:7]=[CH:6][C:5]([C:8]2([O:16][CH3:17])[CH2:13][CH2:12][N:11]([CH2:25][CH2:26][CH:27]=[C:28]3[C:34]4[CH:35]=[CH:36][CH:37]=[N:38][C:33]=4[CH2:32][O:31][C:30]4[CH:39]=[CH:40][C:41]([C:43]([OH:46])([CH3:45])[CH3:44])=[CH:42][C:29]3=4)[CH2:10][C:9]2([CH3:15])[OH:14])=[CH:4][CH:3]=1. The catalyst class is: 47. (5) Reactant: [CH3:1][O:2][C:3](=[O:31])[CH:4]([C:17]1[CH:22]=[C:21]([C:23]([F:26])([F:25])[F:24])[CH:20]=[C:19]([C:27]([F:30])([F:29])[F:28])[CH:18]=1)[N:5]1[C:14]2[C:9](=[CH:10][CH:11]=[CH:12][CH:13]=2)[NH:8][CH:7]([CH2:15][CH3:16])[CH2:6]1.N1C=CC=CC=1.Cl[C:39]([O:41][CH2:42][CH3:43])=[O:40]. Product: [CH2:42]([O:41][C:39]([N:8]1[C:9]2[C:14](=[CH:13][CH:12]=[CH:11][CH:10]=2)[N:5]([CH:4]([C:17]2[CH:22]=[C:21]([C:23]([F:24])([F:25])[F:26])[CH:20]=[C:19]([C:27]([F:28])([F:29])[F:30])[CH:18]=2)[C:3]([O:2][CH3:1])=[O:31])[CH2:6][CH:7]1[CH2:15][CH3:16])=[O:40])[CH3:43]. The catalyst class is: 2.